Dataset: Catalyst prediction with 721,799 reactions and 888 catalyst types from USPTO. Task: Predict which catalyst facilitates the given reaction. Reactant: [C:1]([O:5][C:6](=[O:20])[CH2:7][CH2:8][C:9]1[C:14]([CH3:15])=[CH:13][C:12]([C:16]#[N:17])=[CH:11][C:10]=1[CH2:18][CH3:19])([CH3:4])([CH3:3])[CH3:2].Cl.[NH2:22][OH:23].CCN(CC)CC. Product: [C:1]([O:5][C:6](=[O:20])[CH2:7][CH2:8][C:9]1[C:14]([CH3:15])=[CH:13][C:12]([C:16](=[NH:17])[NH:22][OH:23])=[CH:11][C:10]=1[CH2:18][CH3:19])([CH3:3])([CH3:4])[CH3:2]. The catalyst class is: 5.